This data is from Catalyst prediction with 721,799 reactions and 888 catalyst types from USPTO. The task is: Predict which catalyst facilitates the given reaction. (1) Reactant: [F:1][C:2]1[CH:3]=[C:4]([C@@:9]2([CH3:20])[NH:18][C:17](=[O:19])[C:12]3([CH2:16][CH2:15][CH2:14][CH2:13]3)[NH:11][CH2:10]2)[CH:5]=[C:6]([F:8])[CH:7]=1.C(N(CC)C(C)C)(C)C.[C:30](O[C:30]([O:32][C:33]([CH3:36])([CH3:35])[CH3:34])=[O:31])([O:32][C:33]([CH3:36])([CH3:35])[CH3:34])=[O:31]. Product: [F:1][C:2]1[CH:3]=[C:4]([C@@:9]2([CH3:20])[NH:18][C:17](=[O:19])[C:12]3([CH2:13][CH2:14][CH2:15][CH2:16]3)[N:11]([C:30]([O:32][C:33]([CH3:36])([CH3:35])[CH3:34])=[O:31])[CH2:10]2)[CH:5]=[C:6]([F:8])[CH:7]=1. The catalyst class is: 10. (2) Reactant: [Cl:1][C:2]1[CH:3]=[C:4]([C@H:9]([CH2:21][CH2:22][N:23]2[CH2:28][CH2:27][CH:26]([N:29]3[CH2:34][CH2:33][CH2:32][NH:31][C:30]3=[O:35])[CH2:25][CH2:24]2)[CH2:10][N:11]([CH3:20])[C:12](=[O:19])[C:13]2[CH:18]=[CH:17][CH:16]=[CH:15][CH:14]=2)[CH:5]=[CH:6][C:7]=1[Cl:8].[C:36]([OH:43])(=[O:42])/[CH:37]=[CH:38]\[C:39]([OH:41])=[O:40]. Product: [C:36]([OH:43])(=[O:42])/[CH:37]=[CH:38]\[C:39]([OH:41])=[O:40].[Cl:1][C:2]1[CH:3]=[C:4]([C@H:9]([CH2:21][CH2:22][N:23]2[CH2:24][CH2:25][CH:26]([N:29]3[CH2:34][CH2:33][CH2:32][NH:31][C:30]3=[O:35])[CH2:27][CH2:28]2)[CH2:10][N:11]([CH3:20])[C:12](=[O:19])[C:13]2[CH:14]=[CH:15][CH:16]=[CH:17][CH:18]=2)[CH:5]=[CH:6][C:7]=1[Cl:8]. The catalyst class is: 336.